From a dataset of Reaction yield outcomes from USPTO patents with 853,638 reactions. Predict the reaction yield, written as a fraction of the theoretical maximum amount of product (1.0 means a 100% yield; for example, 0.34 means a 34% yield). (1) The reactants are [Br:1][C:2]1[C:3](Cl)=[CH:4][C:5]([NH:8][C:9](=[O:14])[C:10]([CH3:13])([CH3:12])[CH3:11])=[N:6][CH:7]=1.[CH3:16][N:17]1[CH2:22][CH2:21][CH:20]([NH2:23])[CH2:19][CH2:18]1. The catalyst is CN1C(=O)CCC1. The product is [Br:1][C:2]1[C:3]([NH:23][CH:20]2[CH2:21][CH2:22][N:17]([CH3:16])[CH2:18][CH2:19]2)=[CH:4][C:5]([NH:8][C:9](=[O:14])[C:10]([CH3:13])([CH3:12])[CH3:11])=[N:6][CH:7]=1. The yield is 0.990. (2) The reactants are [Cl:1][C:2]1[CH:3]=[N:4][N:5]([CH3:17])[C:6]=1[C:7]1[CH:8]=[C:9]([C:14]([OH:16])=O)[S:10][C:11]=1[O:12][CH3:13].[NH2:18][C@@H:19]([CH2:32][C:33]1[CH:38]=[CH:37][C:36]([F:39])=[CH:35][CH:34]=1)[CH2:20][N:21]1[C:29](=[O:30])[C:28]2[C:23](=[CH:24][CH:25]=[CH:26][CH:27]=2)[C:22]1=[O:31].CC(OC(N[C@H](C(O)=O)CC1C=CC=CC=1C(F)(F)F)=O)(C)C.C1CN([P+](Br)(N2CCCC2)N2CCCC2)CC1.F[P-](F)(F)(F)(F)F.CCN(C(C)C)C(C)C. The catalyst is C(Cl)(Cl)Cl. The product is [Cl:1][C:2]1[CH:3]=[N:4][N:5]([CH3:17])[C:6]=1[C:7]1[CH:8]=[C:9]([C:14]([NH:18][C@@H:19]([CH2:32][C:33]2[CH:34]=[CH:35][C:36]([F:39])=[CH:37][CH:38]=2)[CH2:20][N:21]2[C:29](=[O:30])[C:28]3[C:23](=[CH:24][CH:25]=[CH:26][CH:27]=3)[C:22]2=[O:31])=[O:16])[S:10][C:11]=1[O:12][CH3:13]. The yield is 0.560.